This data is from Full USPTO retrosynthesis dataset with 1.9M reactions from patents (1976-2016). The task is: Predict the reactants needed to synthesize the given product. (1) Given the product [F:1][C:2]1[CH:7]=[C:6]([F:8])[CH:5]=[CH:4][C:3]=1[C:9]1[N:14]2[C:13]([CH:12]=[CH:11][CH:10]=1)=[C:15]([C:20]1[CH:21]=[C:22]([CH:25]=[CH:26][C:27]=1[F:28])[C:23]#[N:24])[C:16](=[O:19])[CH:17]=[CH:18]2, predict the reactants needed to synthesize it. The reactants are: [F:1][C:2]1[CH:7]=[C:6]([F:8])[CH:5]=[CH:4][C:3]=1[C:9]1[N:14]=[C:13]([CH:15]([C:20]2[CH:21]=[C:22]([CH:25]=[CH:26][C:27]=2[F:28])[C:23]#[N:24])[C:16](=[O:19])[C:17]#[CH:18])[CH:12]=[CH:11][CH:10]=1. (2) Given the product [CH3:18][C:8]1[S:9][C:10]([NH:11][C:12]2[CH:13]=[N:14][CH:15]=[CH:16][CH:17]=2)=[C:6]([C:4]([OH:5])=[O:3])[N:7]=1, predict the reactants needed to synthesize it. The reactants are: C([O:3][C:4]([C:6]1[N:7]=[C:8]([CH3:18])[S:9][C:10]=1[NH:11][C:12]1[CH:13]=[N:14][CH:15]=[CH:16][CH:17]=1)=[O:5])C.[OH-].[K+]. (3) Given the product [F:27][C:28]1([F:39])[C:29]([F:38])([F:37])[C:30]([F:36])([F:35])[C:31]([C:2]2[CH:6]=[C:5]([C:7]3[CH:8]=[CH:9][C:10]([C:13]([CH3:15])([CH3:14])[CH3:16])=[CH:11][CH:12]=3)[S:4][C:3]=2[C:17]2[CH:18]=[CH:19][C:20]([C:23]([CH3:24])([CH3:25])[CH3:26])=[CH:21][CH:22]=2)=[C:32]1[C:2]1[CH:6]=[C:5]([C:7]2[CH:12]=[CH:11][C:10]([C:13]([CH3:16])([CH3:15])[CH3:14])=[CH:9][CH:8]=2)[S:4][C:3]=1[C:17]1[CH:18]=[CH:19][C:20]([C:23]([CH3:26])([CH3:25])[CH3:24])=[CH:21][CH:22]=1, predict the reactants needed to synthesize it. The reactants are: Br[C:2]1[CH:6]=[C:5]([C:7]2[CH:12]=[CH:11][C:10]([C:13]([CH3:16])([CH3:15])[CH3:14])=[CH:9][CH:8]=2)[S:4][C:3]=1[C:17]1[CH:22]=[CH:21][C:20]([C:23]([CH3:26])([CH3:25])[CH3:24])=[CH:19][CH:18]=1.[F:27][C:28]1([F:39])[C:32](F)=[C:31](F)[C:30]([F:36])([F:35])[C:29]1([F:38])[F:37]. (4) Given the product [C:1]([O:5][C:6]([N:8]1[CH2:9][CH2:10][CH:11]([CH3:16])[CH:12]([NH:24][CH2:17][C:18]2[CH:23]=[CH:22][CH:21]=[CH:20][CH:19]=2)[CH2:13][CH2:14]1)=[O:7])([CH3:4])([CH3:3])[CH3:2], predict the reactants needed to synthesize it. The reactants are: [C:1]([O:5][C:6]([N:8]1[CH2:14][CH2:13][C:12](=O)[CH:11]([CH3:16])[CH2:10][CH2:9]1)=[O:7])([CH3:4])([CH3:3])[CH3:2].[CH2:17]([NH2:24])[C:18]1[CH:23]=[CH:22][CH:21]=[CH:20][CH:19]=1. (5) Given the product [CH3:37][C:33]1[NH:34][C:35](=[O:36])[N:31]([C:28]2[CH:29]=[CH:30][C:25]([S:24][C:20]3[CH:21]=[CH:22][CH:23]=[C:18]([C:12]4([C:10]5[NH:9][CH:8]=[N:6][N:3]=5)[CH2:13][CH2:14][O:15][CH2:16][CH2:17]4)[CH:19]=3)=[CH:26][CH:27]=2)[N:32]=1, predict the reactants needed to synthesize it. The reactants are: Cl.Cl.[NH2:3]N.C[N:6](/[CH:8]=[N:9]/[C:10]([C:12]1([C:18]2[CH:23]=[CH:22][CH:21]=[C:20]([S:24][C:25]3[CH:30]=[CH:29][C:28]([N:31]4[C:35](=[O:36])[NH:34][C:33]([CH3:37])=[N:32]4)=[CH:27][CH:26]=3)[CH:19]=2)[CH2:17][CH2:16][O:15][CH2:14][CH2:13]1)=O)C.C(O)(=O)C.CO. (6) The reactants are: Cl[CH2:2][C:3]1[CH:8]=[CH:7][C:6]([NH:9][C:10](=[O:12])[CH3:11])=[CH:5][CH:4]=1.[NH2:13][C:14]1[S:15][CH:16]=[CH:17][N:18]=1.N1C2C(=CC=CC=2)C=C1.[NH:28]1[C:36]2[C:31](=[CH:32][CH:33]=[CH:34][CH:35]=2)[C:30]([C:37](OC)=[O:38])=[CH:29]1. Given the product [S:15]1[CH:16]=[CH:17][N:18]=[C:14]1[NH:13][C:37]([C:30]1[C:31]2[C:36](=[CH:35][CH:34]=[CH:33][CH:32]=2)[N:28]([CH2:2][C:3]2[CH:8]=[CH:7][C:6]([NH:9][C:10](=[O:12])[CH3:11])=[CH:5][CH:4]=2)[CH:29]=1)=[O:38], predict the reactants needed to synthesize it. (7) Given the product [Si:1]([O:18][CH2:19][C:35]1[N:37]=[CH:32][N:27]=[C:34]([C:33]#[N:30])[CH:36]=1)([C:14]([CH3:15])([CH3:16])[CH3:17])([C:8]1[CH:9]=[CH:10][CH:11]=[CH:12][CH:13]=1)[C:2]1[CH:7]=[CH:6][CH:5]=[CH:4][CH:3]=1, predict the reactants needed to synthesize it. The reactants are: [Si:1]([O:18][CH2:19]C1N=CC=C(Cl)N=1)([C:14]([CH3:17])([CH3:16])[CH3:15])([C:8]1[CH:13]=[CH:12][CH:11]=[CH:10][CH:9]=1)[C:2]1[CH:7]=[CH:6][CH:5]=[CH:4][CH:3]=1.[N:27]12[CH2:34][CH2:33][N:30](C[CH2:32]1)CC2.[C:35](#[N:37])[CH3:36]. (8) Given the product [C:69]([C:65]1[C:64]([CH3:71])=[C:63]([N:60]2[C:56]3=[N:57][CH:58]=[N:59][C:54]([O:53][C@@H:41]([CH2:40][O:39][CH2:38][CH2:37][OH:36])[C:42]([NH:44][C:45]4[CH:50]=[CH:49][C:48]([C:51]#[N:52])=[CH:47][N:46]=4)=[O:43])=[C:55]3[CH:62]=[N:61]2)[CH:68]=[CH:67][CH:66]=1)#[N:70], predict the reactants needed to synthesize it. The reactants are: [F-].C([N+](CCCC)(CCCC)CCCC)CCC.[Si]([O:36][CH2:37][CH2:38][O:39][CH2:40][C@H:41]([O:53][C:54]1[N:59]=[CH:58][N:57]=[C:56]2[N:60]([C:63]3[CH:68]=[CH:67][CH:66]=[C:65]([C:69]#[N:70])[C:64]=3[CH3:71])[N:61]=[CH:62][C:55]=12)[C:42]([NH:44][C:45]1[CH:50]=[CH:49][C:48]([C:51]#[N:52])=[CH:47][N:46]=1)=[O:43])(C(C)(C)C)(C1C=CC=CC=1)C1C=CC=CC=1.